Task: Predict the product of the given reaction.. Dataset: Forward reaction prediction with 1.9M reactions from USPTO patents (1976-2016) (1) Given the reactants [OH:1][C:2]1[CH:3]=[C:4]([C:8](=[O:10])[CH3:9])[CH:5]=[CH:6][CH:7]=1.[Cl:11][C:12]1[CH:17]=[CH:16][C:15]([CH:18](O)[CH2:19][CH2:20][CH2:21][CH2:22][CH2:23][N:24]2[CH2:29][CH2:28][CH:27]([C:30]3[CH:31]=[C:32]([NH:36][C:37](=[O:41])[CH:38]([CH3:40])[CH3:39])[CH:33]=[CH:34][CH:35]=3)[CH2:26][CH2:25]2)=[CH:14][CH:13]=1.Cl, predict the reaction product. The product is: [C:8]([C:4]1[CH:3]=[C:2]([CH:7]=[CH:6][CH:5]=1)[O:1][CH:18]([C:15]1[CH:14]=[CH:13][C:12]([Cl:11])=[CH:17][CH:16]=1)[CH2:19][CH2:20][CH2:21][CH2:22][CH2:23][N:24]1[CH2:25][CH2:26][CH:27]([C:30]2[CH:31]=[C:32]([NH:36][C:37](=[O:41])[CH:38]([CH3:40])[CH3:39])[CH:33]=[CH:34][CH:35]=2)[CH2:28][CH2:29]1)(=[O:10])[CH3:9]. (2) Given the reactants [NH2:1][CH2:2][CH2:3][C:4]1[CH:28]=[CH:27][C:7]([NH:8][CH:9]2[CH2:14][CH2:13][N:12]([C:15]([NH:17][CH2:18][C:19]3[CH:24]=[CH:23][CH:22]=[C:21]([O:25][CH3:26])[CH:20]=3)=[O:16])[CH2:11][CH2:10]2)=[CH:6][CH:5]=1.C([Si]([O:46][C:47]1[CH:52]=[CH:51][C:50]([O:53][CH2:54][CH:55]2[CH2:57][O:56]2)=[CH:49][CH:48]=1)(C1C=CC=CC=1)C1C=CC=CC=1)(C)(C)C, predict the reaction product. The product is: [CH3:26][O:25][C:21]1[CH:20]=[C:19]([CH:24]=[CH:23][CH:22]=1)[CH2:18][NH:17][C:15]([N:12]1[CH2:11][CH2:10][CH:9]([NH:8][C:7]2[CH:6]=[CH:5][C:4]([CH2:3][CH2:2][NH:1][CH2:57][C@H:55]([OH:56])[CH2:54][O:53][C:50]3[CH:51]=[CH:52][C:47]([OH:46])=[CH:48][CH:49]=3)=[CH:28][CH:27]=2)[CH2:14][CH2:13]1)=[O:16]. (3) Given the reactants [Br:1][C:2]1[C:7]([N+:8]([O-])=O)=[CH:6][CH:5]=[CH:4][C:3]=1[O:11][CH2:12][CH:13]1[CH2:15][CH2:14]1.[CH:16]([Mg]Br)=[CH2:17].[Cl-].[NH4+], predict the reaction product. The product is: [Br:1][C:2]1[C:3]([O:11][CH2:12][CH:13]2[CH2:15][CH2:14]2)=[CH:4][CH:5]=[C:6]2[C:7]=1[NH:8][CH:17]=[CH:16]2. (4) Given the reactants [Cl:1][C:2]1[CH:10]=[CH:9][C:8]([N:11]2[CH2:16][CH2:15][O:14][CH2:13][CH2:12]2)=[CH:7][C:3]=1[C:4]([NH2:6])=[O:5].[C:17](Cl)(=[O:21])C(Cl)=O.[NH2:23][C:24]1[S:25][C:26]2[CH:32]=[C:31]([S:33]([CH:36]3[CH2:41][CH2:40][N:39](C(OC(C)(C)C)=O)[CH2:38][CH2:37]3)(=[O:35])=[O:34])[CH:30]=[CH:29][C:27]=2[N:28]=1, predict the reaction product. The product is: [Cl:1][C:2]1[CH:10]=[CH:9][C:8]([N:11]2[CH2:12][CH2:13][O:14][CH2:15][CH2:16]2)=[CH:7][C:3]=1[C:4]([NH:6][C:17](=[O:21])[NH:23][C:24]1[S:25][C:26]2[CH:32]=[C:31]([S:33]([CH:36]3[CH2:41][CH2:40][NH:39][CH2:38][CH2:37]3)(=[O:35])=[O:34])[CH:30]=[CH:29][C:27]=2[N:28]=1)=[O:5]. (5) Given the reactants [Cl:1][C:2]1[CH:7]=[CH:6][C:5]([S:8]([CH2:11][C:12]2[CH:17]=[C:16]([F:18])[CH:15]=[CH:14][C:13]=2[F:19])(=[O:10])=[O:9])=[CH:4][CH:3]=1.[CH:20]1(O)[CH2:25][CH2:24][CH2:23][CH2:22][CH2:21]1.C(C=P(CCCC)(CCCC)CCCC)#N, predict the reaction product. The product is: [Cl:1][C:2]1[CH:7]=[CH:6][C:5]([S:8]([CH:11]([CH:20]2[CH2:25][CH2:24][CH2:23][CH2:22][CH2:21]2)[C:12]2[CH:17]=[C:16]([F:18])[CH:15]=[CH:14][C:13]=2[F:19])(=[O:10])=[O:9])=[CH:4][CH:3]=1. (6) Given the reactants [CH3:1][CH:2]1[CH2:10][CH:9]2[C:4]3([CH:20]=[N:19][C:18]([CH3:21])=[CH:17][C:5]3=[CH:6][CH:7]([CH2:11][C:12]([O:14]CC)=[O:13])[CH2:8]2)[NH:3]1.[OH-].[Na+].Cl, predict the reaction product. The product is: [CH3:1][CH:2]1[CH2:10][CH:9]2[C:4]3([CH:20]=[N:19][C:18]([CH3:21])=[CH:17][C:5]3=[CH:6][CH:7]([CH2:11][C:12]([OH:14])=[O:13])[CH2:8]2)[NH:3]1. (7) Given the reactants [CH:1]12[CH2:7][CH:4]([CH:5]=[CH:6]1)[CH2:3][CH:2]2[NH:8][C:9]([NH:11][NH2:12])=[S:10].[CH3:13][O:14][C:15]1[CH:22]=[C:21]([N:23]([CH3:25])[CH3:24])[CH:20]=[CH:19][C:16]=1[CH:17]=O, predict the reaction product. The product is: [CH:1]12[CH2:7][CH:4]([CH:5]=[CH:6]1)[CH2:3][CH:2]2[NH:8][C:9](=[S:10])[NH:11][N:12]=[CH:17][C:16]1[CH:19]=[CH:20][C:21]([N:23]([CH3:25])[CH3:24])=[CH:22][C:15]=1[O:14][CH3:13].